From a dataset of Forward reaction prediction with 1.9M reactions from USPTO patents (1976-2016). Predict the product of the given reaction. (1) Given the reactants [CH3:1][C:2]1[CH:7]=[CH:6][C:5]([C:8]([N:10]=[C:11]=[S:12])=[O:9])=[CH:4][CH:3]=1.[Cl:13][C:14]1[CH:20]=[C:19]([O:21][C:22]2[C:31]3[C:26](=[CH:27][C:28]([O:34][CH3:35])=[C:29]([O:32][CH3:33])[CH:30]=3)[N:25]=[CH:24][CH:23]=2)[CH:18]=[CH:17][C:15]=1[NH2:16].C1(C)C=CC=CC=1, predict the reaction product. The product is: [Cl:13][C:14]1[CH:20]=[C:19]([O:21][C:22]2[C:31]3[C:26](=[CH:27][C:28]([O:34][CH3:35])=[C:29]([O:32][CH3:33])[CH:30]=3)[N:25]=[CH:24][CH:23]=2)[CH:18]=[CH:17][C:15]=1[NH:16][C:11]([NH:10][C:8](=[O:9])[C:5]1[CH:4]=[CH:3][C:2]([CH3:1])=[CH:7][CH:6]=1)=[S:12]. (2) Given the reactants [F:1][C:2]([F:7])([F:6])[C:3]([OH:5])=[O:4].NC1C2C(=CC(CN3CC[C@@H](NC([NH:28][C:29]4S[C:31]([Cl:34])=[CH:32][CH:33]=4)=O)C3=O)=CC=2)N=CN=1.FC(F)(F)C(O)=O.[NH2:43][C:44]1[C:53]2[C:48](=[CH:49][C:50]([CH2:54][N:55]3[CH2:59][CH2:58][C@@H:57]([NH:60][C:61]([C:63]4S[C:65](Cl)=[CH:66][CH:67]=4)=O)[C:56]3=[O:69])=[CH:51][CH:52]=2)[N:47]=[CH:46][N:45]=1, predict the reaction product. The product is: [F:1][C:2]([F:7])([F:6])[C:3]([OH:5])=[O:4].[NH2:43][C:44]1[C:53]2[C:48](=[CH:49][C:50]([CH2:54][N:55]3[CH2:59][CH2:58][C@@H:57]([NH:60][CH2:61][C:63]4[NH:28][C:29]5[C:66]([CH:67]=4)=[CH:65][C:31]([Cl:34])=[CH:32][CH:33]=5)[C:56]3=[O:69])=[CH:51][CH:52]=2)[N:47]=[CH:46][N:45]=1.